From a dataset of Full USPTO retrosynthesis dataset with 1.9M reactions from patents (1976-2016). Predict the reactants needed to synthesize the given product. Given the product [CH3:1][C:2]1[CH:3]=[CH:4][C:5]([NH:8][C:9]2[S:10][CH:13]=[C:14]([C:16]3[CH:17]=[CH:18][C:19]([O:22][C:23]([F:24])([F:25])[F:26])=[CH:20][CH:21]=3)[N:11]=2)=[N:6][CH:7]=1, predict the reactants needed to synthesize it. The reactants are: [CH3:1][C:2]1[CH:3]=[CH:4][C:5]([NH:8][C:9]([NH2:11])=[S:10])=[N:6][CH:7]=1.Br[CH2:13][C:14]([C:16]1[CH:21]=[CH:20][C:19]([O:22][C:23]([F:26])([F:25])[F:24])=[CH:18][CH:17]=1)=O.